From a dataset of Peptide-MHC class II binding affinity with 134,281 pairs from IEDB. Regression. Given a peptide amino acid sequence and an MHC pseudo amino acid sequence, predict their binding affinity value. This is MHC class II binding data. (1) The peptide sequence is NRNNTFKPFAEYKSDYVYQPFPK. The MHC is HLA-DPA10103-DPB10401 with pseudo-sequence HLA-DPA10103-DPB10401. The binding affinity (normalized) is 0.412. (2) The peptide sequence is KSIIIPFIAYFVLMH. The MHC is DRB1_1302 with pseudo-sequence DRB1_1302. The binding affinity (normalized) is 0.505. (3) The peptide sequence is NPIASTNDDEVLIEV. The MHC is DRB1_0404 with pseudo-sequence DRB1_0404. The binding affinity (normalized) is 0.155. (4) The peptide sequence is TAMDVVYALKRQGRT. The MHC is H-2-IAd with pseudo-sequence H-2-IAd. The binding affinity (normalized) is 0. (5) The peptide sequence is SQDLELSWNLNGLQGY. The MHC is HLA-DQA10101-DQB10501 with pseudo-sequence HLA-DQA10101-DQB10501. The binding affinity (normalized) is 0.787. (6) The peptide sequence is YATFFIKANSKFIGITE. The MHC is HLA-DPA10201-DPB10501 with pseudo-sequence HLA-DPA10201-DPB10501. The binding affinity (normalized) is 0.453. (7) The peptide sequence is YILLKKILSSRFNQM. The MHC is DRB1_0101 with pseudo-sequence DRB1_0101. The binding affinity (normalized) is 0.502. (8) The peptide sequence is IAFFRKEPLKECGGI. The MHC is DRB1_0901 with pseudo-sequence DRB1_0901. The binding affinity (normalized) is 0.276. (9) The peptide sequence is MIRIIAQGPKATFEA. The MHC is HLA-DPA10201-DPB10101 with pseudo-sequence HLA-DPA10201-DPB10101. The binding affinity (normalized) is 0.0515. (10) The binding affinity (normalized) is 0.444. The peptide sequence is LKMVEPWLKNNQFCIKV. The MHC is DRB1_0101 with pseudo-sequence DRB1_0101.